Dataset: Catalyst prediction with 721,799 reactions and 888 catalyst types from USPTO. Task: Predict which catalyst facilitates the given reaction. (1) The catalyst class is: 5. Reactant: [CH:1]([C@@H:5]([C:8](=[O:88])[NH:9][C@@H:10]([CH2:84][CH:85]([CH3:87])[CH3:86])[C:11](=[O:83])[N:12]([CH3:82])[C@@H:13]([CH2:78][CH:79]([CH3:81])[CH3:80])[C:14](=[O:77])[NH:15][C@@H:16]([CH3:76])[C:17](=[O:75])[NH:18][C@H:19]([CH3:74])[C:20](=[O:73])[N:21]([CH3:72])[C@@H:22]([CH2:68][CH:69]([CH3:71])[CH3:70])[C:23](=[O:67])[NH:24][C@@H:25]([CH2:63][CH:64]([CH3:66])[CH3:65])[C:26](=[O:62])[N:27]([CH3:61])[C@@H:28]([CH:58]([CH3:60])[CH3:59])[C:29](=[O:57])[N:30]([CH3:56])[C@@H:31]([C@H:48]([OH:55])[C@H:49]([CH3:54])[CH2:50]/[CH:51]=[CH:52]/[CH3:53])[C:32](=[O:47])[NH:33][C@@H:34]([C@H:44]([OH:46])[CH3:45])[C:35](=[O:43])[N:36]([CH3:42])[CH2:37][C:38]([O:40]C)=[O:39])[NH:6][CH3:7])([CH2:3][CH3:4])[CH3:2].[Li+].[OH-].C(O)(=O)CC(CC(O)=O)(C(O)=O)O. Product: [CH:1]([C@@H:5]([C:8](=[O:88])[NH:9][C@@H:10]([CH2:84][CH:85]([CH3:87])[CH3:86])[C:11](=[O:83])[N:12]([CH3:82])[C@@H:13]([CH2:78][CH:79]([CH3:81])[CH3:80])[C:14](=[O:77])[NH:15][C@@H:16]([CH3:76])[C:17](=[O:75])[NH:18][C@H:19]([CH3:74])[C:20](=[O:73])[N:21]([CH3:72])[C@@H:22]([CH2:68][CH:69]([CH3:70])[CH3:71])[C:23](=[O:67])[NH:24][C@@H:25]([CH2:63][CH:64]([CH3:65])[CH3:66])[C:26](=[O:62])[N:27]([CH3:61])[C@@H:28]([CH:58]([CH3:59])[CH3:60])[C:29](=[O:57])[N:30]([CH3:56])[C@@H:31]([C@H:48]([OH:55])[C@H:49]([CH3:54])[CH2:50]/[CH:51]=[CH:52]/[CH3:53])[C:32](=[O:47])[NH:33][C@@H:34]([C@H:44]([OH:46])[CH3:45])[C:35](=[O:43])[N:36]([CH3:42])[CH2:37][C:38]([OH:40])=[O:39])[NH:6][CH3:7])([CH2:3][CH3:4])[CH3:2]. (2) Reactant: [O:1]=[C:2]1[C:6]2[CH:7]=[CH:8][C:9]([S:11][CH:12]3[CH2:17][CH2:16][N:15](C(OC(C)(C)C)=O)[CH2:14][CH2:13]3)=[CH:10][C:5]=2[CH2:4][O:3]1.[ClH:25].CCOCC. Product: [Cl-:25].[O:1]=[C:2]1[C:6]2[CH:7]=[CH:8][C:9]([S:11][CH:12]3[CH2:17][CH2:16][NH2+:15][CH2:14][CH2:13]3)=[CH:10][C:5]=2[CH2:4][O:3]1. The catalyst class is: 1. (3) The catalyst class is: 1. Product: [F:48][C:2]([F:1])([F:47])[C:3]1[CH:4]=[C:5]([C@H:13]2[O:17][C:16](=[O:18])[N:15]([CH2:19][C:20]3[CH:25]=[C:24]([O:26][C:27]([F:28])([F:29])[F:30])[CH:23]=[CH:22][C:21]=3[N:31]([CH2:35][C@H:36]3[CH2:37][CH2:38][C@H:39]([CH2:42][CH2:43][OH:44])[CH2:40][CH2:41]3)[CH2:32][CH2:33][CH3:34])[C@H:14]2[CH3:46])[CH:6]=[C:7]([C:9]([F:10])([F:12])[F:11])[CH:8]=1. Reactant: [F:1][C:2]([F:48])([F:47])[C:3]1[CH:4]=[C:5]([C@H:13]2[O:17][C:16](=[O:18])[N:15]([CH2:19][C:20]3[CH:25]=[C:24]([O:26][C:27]([F:30])([F:29])[F:28])[CH:23]=[CH:22][C:21]=3[N:31]([CH2:35][C@H:36]3[CH2:41][CH2:40][C@H:39]([CH2:42][C:43](O)=[O:44])[CH2:38][CH2:37]3)[CH2:32][CH2:33][CH3:34])[C@H:14]2[CH3:46])[CH:6]=[C:7]([C:9]([F:12])([F:11])[F:10])[CH:8]=1. (4) Reactant: [CH3:1][O:2][C:3](=[O:30])[CH2:4][C:5]1([C:8]2[CH:13]=[CH:12][C:11]([F:14])=[C:10]([N:15](CC3C=CC=CC=3)CC3C=CC=CC=3)[CH:9]=2)[CH2:7][CH2:6]1.C1CCCCC1.C(OCC)(=O)C. Product: [CH3:1][O:2][C:3](=[O:30])[CH2:4][C:5]1([C:8]2[CH:13]=[CH:12][C:11]([F:14])=[C:10]([NH2:15])[CH:9]=2)[CH2:7][CH2:6]1. The catalyst class is: 63. (5) Reactant: [F:1][C:2]([F:15])([F:14])[C:3]1[NH:13][C:6]2=[N:7][CH:8]=[C:9]([CH2:11][NH2:12])[CH:10]=[C:5]2[CH:4]=1.Cl[C:17]1[CH:22]=[C:21]([CH2:23][F:24])[N:20]=[CH:19][N:18]=1.CCN(C(C)C)C(C)C. Product: [F:24][CH2:23][C:21]1[N:20]=[CH:19][N:18]=[C:17]([NH:12][CH2:11][C:9]2[CH:10]=[C:5]3[CH:4]=[C:3]([C:2]([F:1])([F:14])[F:15])[NH:13][C:6]3=[N:7][CH:8]=2)[CH:22]=1. The catalyst class is: 435. (6) Reactant: [BH4-].[Na+].[Li+].[Cl-].C[O:6][C:7]([CH:9]1[CH2:13][O:12][C:11]([CH3:15])([CH3:14])[N:10]1[C:16]([O:18][C:19]([CH3:22])([CH3:21])[CH3:20])=[O:17])=O. Product: [C:19]([O:18][C:16]([N:10]1[CH:9]([CH2:7][OH:6])[CH2:13][O:12][C:11]1([CH3:15])[CH3:14])=[O:17])([CH3:22])([CH3:21])[CH3:20]. The catalyst class is: 301. (7) Reactant: [CH3:1][O:2][C:3]1[CH:10]=[CH:9][C:6]([CH:7]=O)=[CH:5][N:4]=1.[CH3:11][O:12][C:13]1[CH:14]=[C:15]([NH2:19])[CH:16]=[N:17][CH:18]=1. Product: [CH3:11][O:12][C:13]1[CH:14]=[C:15]([N:19]=[CH:7][C:6]2[CH:5]=[N:4][C:3]([O:2][CH3:1])=[CH:10][CH:9]=2)[CH:16]=[N:17][CH:18]=1. The catalyst class is: 8. (8) Reactant: [CH2:1]([O:8][C@@H:9]1[C@@H:14]([O:15][CH2:16][C:17]2[CH:22]=[CH:21][CH:20]=[CH:19][CH:18]=2)[C@@H:13]([O:23][CH2:24][C:25]2[CH:30]=[CH:29][CH:28]=[CH:27][CH:26]=2)[C@@H:12]([CH2:31][O:32][CH2:33][C:34]2[CH:39]=[CH:38][CH:37]=[CH:36][CH:35]=2)[O:11][C@:10]21[C:47]1[C:42](=[CH:43][C:44]([F:50])=[C:45]([CH2:48]O)[CH:46]=1)[CH2:41][O:40]2)[C:2]1[CH:7]=[CH:6][CH:5]=[CH:4][CH:3]=1.C(Cl)(Cl)(Cl)[Cl:52].C1(P(C2C=CC=CC=2)C2C=CC=CC=2)C=CC=CC=1. Product: [CH2:1]([O:8][C@@H:9]1[C@@H:14]([O:15][CH2:16][C:17]2[CH:22]=[CH:21][CH:20]=[CH:19][CH:18]=2)[C@@H:13]([O:23][CH2:24][C:25]2[CH:30]=[CH:29][CH:28]=[CH:27][CH:26]=2)[C@@H:12]([CH2:31][O:32][CH2:33][C:34]2[CH:39]=[CH:38][CH:37]=[CH:36][CH:35]=2)[O:11][C@:10]21[C:47]1[C:42](=[CH:43][C:44]([F:50])=[C:45]([CH2:48][Cl:52])[CH:46]=1)[CH2:41][O:40]2)[C:2]1[CH:7]=[CH:6][CH:5]=[CH:4][CH:3]=1. The catalyst class is: 4. (9) Reactant: O.O.O.O.O.O.O.O.O.O.S([O-])([O-])(=O)=O.[Na+].[Na+].[F:18][C:19]1[CH:24]=[CH:23][CH:22]=[CH:21][C:20]=1[S:25]([C:28]1[C:36]2[C:31](=[C:32]([O:37][CH2:38][CH2:39][NH2:40])[CH:33]=[CH:34][CH:35]=2)[NH:30][CH:29]=1)(=[O:27])=[O:26].[ClH:41]. Product: [ClH:41].[F:18][C:19]1[CH:24]=[CH:23][CH:22]=[CH:21][C:20]=1[S:25]([C:28]1[C:36]2[C:31](=[C:32]([O:37][CH2:38][CH2:39][NH2:40])[CH:33]=[CH:34][CH:35]=2)[NH:30][CH:29]=1)(=[O:26])=[O:27]. The catalyst class is: 8.